From a dataset of Full USPTO retrosynthesis dataset with 1.9M reactions from patents (1976-2016). Predict the reactants needed to synthesize the given product. (1) Given the product [CH3:1][S:2]([C:5]1[CH:6]=[C:7]2[C:11](=[CH:12][CH:13]=1)[N:10]([CH2:14][C:15]1[CH:16]=[CH:17][C:18]([CH:21]3[CH2:22][CH2:23][N:24]([C:26]([O:28][C:29]([CH3:32])([CH3:31])[CH3:30])=[O:27])[CH2:25]3)=[CH:19][N:20]=1)[CH:9]=[CH:8]2)(=[O:3])=[O:4], predict the reactants needed to synthesize it. The reactants are: [CH3:1][S:2]([C:5]1[CH:6]=[C:7]2[C:11](=[CH:12][CH:13]=1)[N:10]([CH2:14][C:15]1[N:20]=[CH:19][C:18]([C:21]3[CH2:22][CH2:23][N:24]([C:26]([O:28][C:29]([CH3:32])([CH3:31])[CH3:30])=[O:27])[CH:25]=3)=[CH:17][CH:16]=1)[CH:9]=[CH:8]2)(=[O:4])=[O:3].CS(C1C=C2C(=CC=1)N(CC1N=CC(C3CN(C(OC(C)(C)C)=O)CC=3)=CC=1)C=C2)(=O)=O.BrC1C=CC(CN2C3C(=CC(S(C)(=O)=O)=CC=3)C=C2)=NC=1. (2) Given the product [NH2:8][C:5]1[CH:6]=[CH:7][C:2]([Cl:1])=[CH:3][C:4]=1[CH:16]([C:17]1[CH:22]=[CH:21][CH:20]=[C:19]([O:23][CH3:24])[CH:18]=1)[OH:25], predict the reactants needed to synthesize it. The reactants are: [Cl:1][C:2]1[CH:7]=[CH:6][C:5]([NH:8]C(=O)OC(C)(C)C)=[C:4]([CH:16]([OH:25])[C:17]2[CH:22]=[CH:21][CH:20]=[C:19]([O:23][CH3:24])[CH:18]=2)[CH:3]=1.Cl.[OH-].[Na+]. (3) Given the product [Cl:35][C:36]1[CH:41]=[CH:40][C:39]([C:50]2[CH:51]=[CH:52][C:53]([CH2:68][CH3:69])=[C:54]([CH:56]3[C:61](=[O:62])[C:60]([CH3:64])([CH3:63])[O:59][C:58]([CH3:66])([CH3:65])[C:57]3=[O:67])[CH:55]=2)=[CH:38][C:37]=1[C:45]([F:48])([F:47])[F:46], predict the reactants needed to synthesize it. The reactants are: [Na].[Na].[Na].S(C1C=C(P(C2C=CC=C(S(O)(=O)=O)C=2)C2C=CC=C(S(O)(=O)=O)C=2)C=CC=1)(O)(=O)=O.[Cl:35][C:36]1[CH:41]=[CH:40][C:39](B(O)O)=[CH:38][C:37]=1[C:45]([F:48])([F:47])[F:46].Br[C:50]1[CH:51]=[CH:52][C:53]([CH2:68][CH3:69])=[C:54]([CH:56]2[C:61](=[O:62])[C:60]([CH3:64])([CH3:63])[O:59][C:58]([CH3:66])([CH3:65])[C:57]2=[O:67])[CH:55]=1.P([O-])([O-])([O-])=O.[K+].[K+].[K+]. (4) Given the product [F:1][C:2]1[CH:3]=[CH:4][CH:5]=[C:6]2[C:10]=1[NH:9][C:8](=[O:11])[CH:7]2[C:13]1[N:18]=[C:17]([O:19][CH3:20])[N:16]=[C:15]([CH3:21])[N:14]=1, predict the reactants needed to synthesize it. The reactants are: [F:1][C:2]1[CH:3]=[CH:4][CH:5]=[C:6]2[C:10]=1[NH:9][C:8](=[O:11])[CH2:7]2.Cl[C:13]1[N:18]=[C:17]([O:19][CH3:20])[N:16]=[C:15]([CH3:21])[N:14]=1. (5) Given the product [F:1][C:2]1[CH:7]=[CH:6][CH:5]=[CH:4][C:3]=1[N:8]1[C:13]2[CH:14]=[CH:15][CH:16]=[CH:17][C:12]=2[CH2:11][N:10]([CH2:18][CH2:19][C@H:20]([OH:21])[CH2:22][NH:29][CH3:28])[S:9]1(=[O:23])=[O:24], predict the reactants needed to synthesize it. The reactants are: [F:1][C:2]1[CH:7]=[CH:6][CH:5]=[CH:4][C:3]=1[N:8]1[C:13]2[CH:14]=[CH:15][CH:16]=[CH:17][C:12]=2[CH2:11][N:10]([CH2:18][CH2:19][C@H:20]2[CH2:22][O:21]2)[S:9]1(=[O:24])=[O:23].C(O)C.[CH3:28][NH2:29].